Task: Binary Classification. Given a drug SMILES string, predict its activity (active/inactive) in a high-throughput screening assay against a specified biological target.. Dataset: HIV replication inhibition screening data with 41,000+ compounds from the AIDS Antiviral Screen (1) The drug is Cc1cccc(C(C)C)c1NC(=O)C(=O)C(C(=O)c1ccccc1F)C1OC(=O)c2ccccc21. The result is 0 (inactive). (2) The molecule is CSC1=C(C(=O)N(COCC[Si](C)(C)C)c2ccccc2Br)CCC(C(C)(C)C)C1. The result is 0 (inactive). (3) The compound is CC1=NC(=Cc2ccccc2)C(=O)O1. The result is 0 (inactive). (4) The drug is CC(=O)OC1CC(OC(C)=O)C2(C)CC3C(CC(C)C12)OC(=O)C3C. The result is 0 (inactive). (5) The drug is Cn1c(=O)c2nc(-c3ccccc3)oc2n(C)c1=O. The result is 0 (inactive). (6) The drug is O=C(OCC12OC1C=CC(OC(=O)c1ccccc1)C2O)c1ccccc1. The result is 0 (inactive). (7) The molecule is C1CCN2CC3CONC3C2C1. The result is 0 (inactive). (8) The molecule is Cc1ccc(-c2cc(=O)c3cc(C)c(C)c(C(=O)O)c3o2)cc1C. The result is 0 (inactive). (9) The drug is CC1(C)CC(=O)C(=CNC(=S)Nc2ccc(S(N)(=O)=O)cc2)C(=O)C1. The result is 0 (inactive). (10) The drug is OCC(O)C(O)C(O)c1nnn[nH]1. The result is 0 (inactive).